This data is from Forward reaction prediction with 1.9M reactions from USPTO patents (1976-2016). The task is: Predict the product of the given reaction. (1) Given the reactants [C:1]([N:4]1[C:13]2[C:8](=[CH:9][C:10]([C:14](O)=[O:15])=[CH:11][CH:12]=2)[C@H:7]([NH:17][C:18]2[CH:23]=[CH:22][C:21]([F:24])=[CH:20][N:19]=2)[C@@H:6]([CH3:25])[C@@H:5]1[CH3:26])(=[O:3])[CH3:2].C[N:28](C(ON1N=NC2C=CC=NC1=2)=[N+](C)C)C.F[P-](F)(F)(F)(F)F.[Cl-].[NH4+].CCN(C(C)C)C(C)C, predict the reaction product. The product is: [C:1]([N:4]1[C:13]2[C:8](=[CH:9][C:10]([C:14]([NH2:28])=[O:15])=[CH:11][CH:12]=2)[C@H:7]([NH:17][C:18]2[CH:23]=[CH:22][C:21]([F:24])=[CH:20][N:19]=2)[C@@H:6]([CH3:25])[C@@H:5]1[CH3:26])(=[O:3])[CH3:2]. (2) Given the reactants [C:1]1([C:10]2[C:5](=[CH:6][CH:7]=[CH:8][CH:9]=2)[CH2:4][O:3]1)=[O:2].[C-:11]#[N:12].[K+], predict the reaction product. The product is: [C:11]([CH2:4][C:5]1[CH:6]=[CH:7][CH:8]=[CH:9][C:10]=1[C:1]([OH:3])=[O:2])#[N:12].